Dataset: Reaction yield outcomes from USPTO patents with 853,638 reactions. Task: Predict the reaction yield, written as a fraction of the theoretical maximum amount of product (1.0 means a 100% yield; for example, 0.34 means a 34% yield). (1) The reactants are Cl[C:2]1[C:3]2[N:11]=[N:10][N:9]([CH2:12][C:13]3[CH:18]=[CH:17][CH:16]=[C:15]([C:19]4([O:24][Si:25]([CH3:28])([CH3:27])[CH3:26])[CH2:23][CH2:22][CH2:21][CH2:20]4)[N:14]=3)[C:4]=2[N:5]=[C:6]([NH2:8])[N:7]=1.[CH3:29][C:30]1[N:31]=[CH:32][S:33][CH:34]=1. No catalyst specified. The product is [CH3:29][C:30]1[N:31]=[C:32]([C:2]2[C:3]3[N:11]=[N:10][N:9]([CH2:12][C:13]4[CH:18]=[CH:17][CH:16]=[C:15]([C:19]5([O:24][Si:25]([CH3:28])([CH3:26])[CH3:27])[CH2:20][CH2:21][CH2:22][CH2:23]5)[N:14]=4)[C:4]=3[N:5]=[C:6]([NH2:8])[N:7]=2)[S:33][CH:34]=1. The yield is 0.200. (2) The reactants are [CH:1]1([CH2:4][NH:5][C@:6]23[CH2:41][CH2:40][C@@H:39]([C:42]([CH3:44])=[CH2:43])[C@@H:7]2[C@@H:8]2[C@@:21]([CH3:24])([CH2:22][CH2:23]3)[C@@:20]3([CH3:25])[C@@H:11]([C@:12]4([CH3:38])[C@@H:17]([CH2:18][CH2:19]3)[C:16]([CH3:27])([CH3:26])[C:15]([C:28]3[CH:37]=[CH:36][C:31]([C:32]([O:34]C)=[O:33])=[CH:30][CH:29]=3)=[CH:14][CH2:13]4)[CH2:10][CH2:9]2)[CH2:3][CH2:2]1.[OH-].[Na+]. The catalyst is O1CCOCC1. The product is [CH:1]1([CH2:4][NH:5][C@:6]23[CH2:41][CH2:40][C@@H:39]([C:42]([CH3:44])=[CH2:43])[C@@H:7]2[C@@H:8]2[C@@:21]([CH3:24])([CH2:22][CH2:23]3)[C@@:20]3([CH3:25])[C@@H:11]([C@:12]4([CH3:38])[C@@H:17]([CH2:18][CH2:19]3)[C:16]([CH3:26])([CH3:27])[C:15]([C:28]3[CH:37]=[CH:36][C:31]([C:32]([OH:34])=[O:33])=[CH:30][CH:29]=3)=[CH:14][CH2:13]4)[CH2:10][CH2:9]2)[CH2:3][CH2:2]1. The yield is 0.269. (3) The reactants are [CH3:1][NH:2][C@H:3]([CH2:22][C:23]1[CH:28]=[CH:27][CH:26]=[CH:25][CH:24]=1)[C:4]([N:6]1[CH2:11][CH2:10][N:9]([C:12]2[C:21]3[C:16](=[CH:17][CH:18]=[CH:19][CH:20]=3)[N:15]=[CH:14][N:13]=2)[CH2:8][CH2:7]1)=[O:5].C=O.[BH-](OC(C)=O)(OC(C)=O)O[C:33](C)=O.[Na+].C([O-])(O)=O.[Na+]. The catalyst is ClCCCl. The product is [CH3:1][N:2]([C@H:3]([CH2:22][C:23]1[CH:28]=[CH:27][CH:26]=[CH:25][CH:24]=1)[C:4]([N:6]1[CH2:7][CH2:8][N:9]([C:12]2[C:21]3[C:16](=[CH:17][CH:18]=[CH:19][CH:20]=3)[N:15]=[CH:14][N:13]=2)[CH2:10][CH2:11]1)=[O:5])[CH3:33]. The yield is 0.410. (4) The reactants are [F:1][C:2]1[CH:3]=[C:4]2[C:9](=[CH:10][CH:11]=1)[N:8]=[C:7]([NH:12][C:13](=[O:17])OCC)[C:6]([O:18][CH3:19])=[N:5]2.[N:20]1[CH:25]=[CH:24][CH:23]=[N:22][C:21]=1[N:26]1[CH2:31][CH2:30][NH:29][CH2:28][CH2:27]1. No catalyst specified. The product is [F:1][C:2]1[CH:3]=[C:4]2[C:9](=[CH:10][CH:11]=1)[N:8]=[C:7]([NH:12][C:13]([N:29]1[CH2:30][CH2:31][N:26]([C:21]3[N:20]=[CH:25][CH:24]=[CH:23][N:22]=3)[CH2:27][CH2:28]1)=[O:17])[C:6]([O:18][CH3:19])=[N:5]2. The yield is 0.790. (5) The reactants are OO.[CH2:3]([O:10][C:11]1[CH:12]=[N:13][C:14]2[C:19]([C:20]=1[C:21]#[N:22])=[N:18][C:17]([O:23][CH3:24])=[CH:16][CH:15]=2)[C:4]1[CH:9]=[CH:8][CH:7]=[CH:6][CH:5]=1.[OH-].[Na+].C(OCC)(=[O:29])C. The catalyst is CO.[O-2].[O-2].[Mn+4]. The product is [CH2:3]([O:10][C:11]1[CH:12]=[N:13][C:14]2[C:19]([C:20]=1[C:21]([NH2:22])=[O:29])=[N:18][C:17]([O:23][CH3:24])=[CH:16][CH:15]=2)[C:4]1[CH:5]=[CH:6][CH:7]=[CH:8][CH:9]=1. The yield is 0.750. (6) The product is [Br:1][C:2]1[NH:11][C:5]2[N:6]=[CH:7][N:8]=[C:9]([NH:16][C:15]3[CH:17]=[CH:18][C:19]([O:20][CH3:21])=[C:13]([OH:12])[CH:14]=3)[C:4]=2[CH:3]=1. The catalyst is C(O)CCC. The yield is 0.660. The reactants are [Br:1][C:2]1[NH:11][C:5]2[N:6]=[CH:7][N:8]=[C:9](Cl)[C:4]=2[CH:3]=1.[OH:12][C:13]1[CH:14]=[C:15]([CH:17]=[CH:18][C:19]=1[O:20][CH3:21])[NH2:16].C(N(C(C)C)CC)(C)C. (7) The reactants are [CH3:1][CH:2]([CH3:14])[CH2:3][CH:4]([C:6]1[S:7][CH:8]=[CH:9][C:10]=1[N+:11]([O-])=O)[CH3:5].[Sn](Cl)(Cl)(Cl)Cl.Cl.[OH-].[Na+]. The catalyst is C(O)C. The product is [CH3:1][CH:2]([CH3:14])[CH2:3][CH:4]([C:6]1[S:7][CH:8]=[CH:9][C:10]=1[NH2:11])[CH3:5]. The yield is 0.390.